Predict the reaction yield, written as a fraction of the theoretical maximum amount of product (1.0 means a 100% yield; for example, 0.34 means a 34% yield). From a dataset of Reaction yield outcomes from USPTO patents with 853,638 reactions. The reactants are [NH2:1][C:2]1[CH:15]=[CH:14][C:5]([O:6][C:7]2[CH:12]=[C:11](Cl)[N:10]=[CH:9][N:8]=2)=[CH:4][C:3]=1[F:16].[NH3:17]. The catalyst is O1CCCC1.CO. The product is [NH2:17][C:11]1[CH:12]=[C:7]([O:6][C:5]2[CH:14]=[CH:15][C:2]([NH2:1])=[C:3]([F:16])[CH:4]=2)[N:8]=[CH:9][N:10]=1. The yield is 0.350.